From a dataset of Forward reaction prediction with 1.9M reactions from USPTO patents (1976-2016). Predict the product of the given reaction. (1) Given the reactants [C:1]([O:5][C:6](=[O:34])[NH:7][CH2:8][C:9]1([C:12]2[CH:17]=[CH:16][C:15]([C:18]3[C:19]4[C:20]5[CH:33]=[CH:32][S:31][C:21]=5[C:22](=[O:30])[NH:23][C:24]=4[CH:25]=[CH:26][C:27]=3[O:28][CH3:29])=[CH:14][CH:13]=2)[CH2:11][CH2:10]1)([CH3:4])([CH3:3])[CH3:2].C1C(=O)N([Cl:42])C(=O)C1, predict the reaction product. The product is: [C:1]([O:5][C:6](=[O:34])[NH:7][CH2:8][C:9]1([C:12]2[CH:13]=[CH:14][C:15]([C:18]3[C:19]4[C:20]5[CH:33]=[CH:32][S:31][C:21]=5[C:22](=[O:30])[NH:23][C:24]=4[C:25]([Cl:42])=[CH:26][C:27]=3[O:28][CH3:29])=[CH:16][CH:17]=2)[CH2:11][CH2:10]1)([CH3:4])([CH3:2])[CH3:3]. (2) Given the reactants [NH:1]1[CH:5]=[C:4]([C:6]2[C:7]3[CH:14]=[CH:13][N:12]([CH2:15][O:16][CH2:17][CH2:18][Si:19]([CH3:22])([CH3:21])[CH3:20])[C:8]=3[N:9]=[CH:10][N:11]=2)[CH:3]=[N:2]1.[C:23]([CH:25]=[C:26]1[CH2:29][N:28]([C:30]([O:32][C:33]([CH3:36])([CH3:35])[CH3:34])=[O:31])[CH2:27]1)#[N:24].N12CCCN=C1CCCCC2, predict the reaction product. The product is: [C:23]([CH2:25][C:26]1([N:1]2[CH:5]=[C:4]([C:6]3[C:7]4[CH:14]=[CH:13][N:12]([CH2:15][O:16][CH2:17][CH2:18][Si:19]([CH3:22])([CH3:21])[CH3:20])[C:8]=4[N:9]=[CH:10][N:11]=3)[CH:3]=[N:2]2)[CH2:29][N:28]([C:30]([O:32][C:33]([CH3:36])([CH3:35])[CH3:34])=[O:31])[CH2:27]1)#[N:24]. (3) Given the reactants [Cl:1][C:2]1[C:7]([N+:8]([O-:10])=[O:9])=[C:6](Cl)[C:5]([CH3:12])=[C:4]([CH3:13])[N:3]=1.C(N(CC)CC)C.[NH2:21][CH2:22][C:23]([NH2:26])([CH3:25])[CH3:24].CO.C(Cl)(Cl)Cl, predict the reaction product. The product is: [Cl:1][C:2]1[C:7]([N+:8]([O-:10])=[O:9])=[C:6]([NH:21][CH2:22][C:23]([CH3:25])([NH2:26])[CH3:24])[C:5]([CH3:12])=[C:4]([CH3:13])[N:3]=1. (4) Given the reactants [C:1]1([C:7]2([C:10]([OH:12])=[O:11])[CH2:9][CH2:8]2)[CH:6]=[CH:5][CH:4]=[CH:3][CH:2]=1.C([O-])(=O)C.[Na+].[Br:18]Br, predict the reaction product. The product is: [Br:18][C:4]1[CH:5]=[CH:6][C:1]([C:7]2([C:10]([OH:12])=[O:11])[CH2:9][CH2:8]2)=[CH:2][CH:3]=1.